From a dataset of Full USPTO retrosynthesis dataset with 1.9M reactions from patents (1976-2016). Predict the reactants needed to synthesize the given product. (1) Given the product [CH2:16]([O:18][C:19](=[O:33])[C:20]([O:23][C:24]1[CH:25]=[C:26]2[C:30](=[CH:31][CH:32]=1)[NH:29][CH2:28][CH2:27]2)([CH3:22])[CH3:21])[CH3:17], predict the reactants needed to synthesize it. The reactants are: COC(=O)COC1C=C2C(=CC=1)NCC2.[CH2:16]([O:18][C:19](=[O:33])[C:20]([O:23][C:24]1[CH:25]=[C:26]2[C:30](=[CH:31][CH:32]=1)[NH:29][CH:28]=[CH:27]2)([CH3:22])[CH3:21])[CH3:17]. (2) Given the product [CH3:6][C:5]([CH3:8])([CH3:7])[CH2:4][CH2:3][C@@:10]1([CH3:9])[C:11](=[O:22])[O:12][CH2:13][C@H:14]([C:16]2[CH:21]=[CH:20][CH:19]=[CH:18][CH:17]=2)[NH:15]1, predict the reactants needed to synthesize it. The reactants are: [Mg].I[CH2:3][CH2:4][C:5]([CH3:8])([CH3:7])[CH3:6].[CH3:9][C:10]1[C:11](=[O:22])[O:12][CH2:13][C@H:14]([C:16]2[CH:21]=[CH:20][CH:19]=[CH:18][CH:17]=2)[N:15]=1. (3) Given the product [Br:25][C:26]1[CH:27]=[CH:28][C:29]([C:37]2[N:40]=[C:5]([C:4]3[CH:8]=[CH:9][C:10]([O:11][CH:12]([CH3:14])[CH3:13])=[C:2]([Cl:1])[CH:3]=3)[O:7][N:38]=2)=[C:30]2[C:34]=1[N:33]([CH2:35][CH3:36])[CH:32]=[CH:31]2, predict the reactants needed to synthesize it. The reactants are: [Cl:1][C:2]1[CH:3]=[C:4]([CH:8]=[CH:9][C:10]=1[O:11][CH:12]([CH3:14])[CH3:13])[C:5]([OH:7])=O.C1C=CC2N(O)N=NC=2C=1.[Br:25][C:26]1[C:34]2[N:33]([CH2:35][CH3:36])[CH:32]=[CH:31][C:30]=2[C:29]([C:37](=[NH:40])[NH:38]O)=[CH:28][CH:27]=1.CCCC[N+](CCCC)(CCCC)CCCC.[F-]. (4) Given the product [F:42][C:36]1[CH:37]=[CH:38][CH:39]=[C:40]([F:41])[C:35]=1[CH2:34][N:28]([C:29]([O:31][CH2:32][CH3:33])=[O:30])[C:13]1[S:14][C:15]([C:16]2[CH:17]=[CH:18][C:19]([NH:22][C:23]([NH:25][O:26][CH3:27])=[O:24])=[CH:20][CH:21]=2)=[C:11]([CH2:10][NH:8][CH3:1])[C:12]=1[C:43]([O:45][CH2:46][CH3:47])=[O:44], predict the reactants needed to synthesize it. The reactants are: [CH2:1]([N:8]([CH2:10][C:11]1[C:12]([C:43]([O:45][CH2:46][CH3:47])=[O:44])=[C:13]([N:28]([CH2:34][C:35]2[C:40]([F:41])=[CH:39][CH:38]=[CH:37][C:36]=2[F:42])[C:29]([O:31][CH2:32][CH3:33])=[O:30])[S:14][C:15]=1[C:16]1[CH:21]=[CH:20][C:19]([NH:22][C:23]([NH:25][O:26][CH3:27])=[O:24])=[CH:18][CH:17]=1)C)C1C=CC=CC=1.Cl. (5) Given the product [CH3:9][S:8][C:3]1[CH:4]=[CH:5][CH:6]=[CH:7][C:2]=1[O:1][C:11]1[CH:16]=[CH:15][CH:14]=[CH:13][C:12]=1[N+:17]([O-:19])=[O:18].[CH3:20][S:21][C:22]1[CH:35]=[CH:34][CH:33]=[CH:32][C:23]=1[O:24][C:25]1[CH:31]=[CH:30][CH:29]=[CH:28][C:26]=1[NH:27][C:2]([NH:36][C:37]1[S:38][CH:39]=[CH:40][N:41]=1)=[O:1], predict the reactants needed to synthesize it. The reactants are: [OH:1][C:2]1[CH:7]=[CH:6][CH:5]=[CH:4][C:3]=1[S:8][CH3:9].F[C:11]1[CH:16]=[CH:15][CH:14]=[CH:13][C:12]=1[N+:17]([O-:19])=[O:18].[CH3:20][S:21][C:22]1[CH:35]=[CH:34][CH:33]=[CH:32][C:23]=1[O:24][C:25]1[CH:31]=[CH:30][CH:29]=[CH:28][C:26]=1[NH2:27].[NH2:36][C:37]1[S:38][CH:39]=[CH:40][N:41]=1. (6) Given the product [O:37]1[C:36]2[CH:40]=[CH:41][C:33]([C:24]3[CH:23]=[C:22]([CH:27]=[C:26]([S:28]([CH2:31][CH3:32])(=[O:29])=[O:30])[CH:25]=3)[O:21][CH2:20][CH2:19][CH2:18][CH2:17][CH2:16][CH2:15][C:11]3[C:10]([CH2:42][CH2:43][C:44]([OH:46])=[O:45])=[C:9]([CH:14]=[CH:13][CH:12]=3)[O:8][CH2:7][CH2:6][CH2:5][C:4]([OH:49])=[O:3])=[CH:34][C:35]=2[O:39][CH2:38]1, predict the reactants needed to synthesize it. The reactants are: C([O:3][C:4](=[O:49])[CH2:5][CH2:6][CH2:7][O:8][C:9]1[CH:14]=[CH:13][CH:12]=[C:11]([CH2:15][CH2:16][CH2:17][CH2:18][CH2:19][CH2:20][O:21][C:22]2[CH:27]=[C:26]([S:28]([CH2:31][CH3:32])(=[O:30])=[O:29])[CH:25]=[C:24]([C:33]3[CH:41]=[CH:40][C:36]4[O:37][CH2:38][O:39][C:35]=4[CH:34]=3)[CH:23]=2)[C:10]=1[CH2:42][CH2:43][C:44]([O:46]CC)=[O:45])C.[OH-].[Na+]. (7) Given the product [CH3:30][S:31]([C:34]1[CH:39]=[CH:38][C:37]([C:2]2[CH:3]=[CH:4][C:5]([CH2:8][O:10][CH:11]3[CH2:12][CH2:13][N:14]([C:17]([O:19][C:20]([CH3:23])([CH3:22])[CH3:21])=[O:18])[CH2:15][CH2:16]3)=[N:6][CH:7]=2)=[CH:36][CH:35]=1)(=[O:33])=[O:32], predict the reactants needed to synthesize it. The reactants are: Br[C:2]1[CH:3]=[CH:4][C:5]([CH2:8]Cl)=[N:6][CH:7]=1.[OH:10][CH:11]1[CH2:16][CH2:15][N:14]([C:17]([O:19][C:20]([CH3:23])([CH3:22])[CH3:21])=[O:18])[CH2:13][CH2:12]1.CC(C)([O-])C.[K+].[CH3:30][S:31]([C:34]1[CH:39]=[CH:38][C:37](B(O)O)=[CH:36][CH:35]=1)(=[O:33])=[O:32].C([O-])([O-])=O.[K+].[K+].